From a dataset of HIV replication inhibition screening data with 41,000+ compounds from the AIDS Antiviral Screen. Binary Classification. Given a drug SMILES string, predict its activity (active/inactive) in a high-throughput screening assay against a specified biological target. (1) The result is 0 (inactive). The compound is COc1ccc(NC(=S)NNC(=O)c2cc(-c3ccccc3)nc3ccccc23)cc1. (2) The molecule is CSc1nc(N)nc(N)n1. The result is 0 (inactive). (3) The drug is NNC(=O)c1nn[nH]c1SSc1[nH]nnc1C(=O)NN. The result is 0 (inactive). (4) The drug is N#CC(=CNC(=S)Nc1cc(Cl)ccc1Cl)C(=O)c1ccc2ccccc2c1. The result is 0 (inactive). (5) The molecule is CNc1ccc(C=C2C=Cc3ccccc32)cc1I. The result is 0 (inactive).